Dataset: Catalyst prediction with 721,799 reactions and 888 catalyst types from USPTO. Task: Predict which catalyst facilitates the given reaction. (1) The catalyst class is: 5. Product: [OH:1][C:2]1([CH3:20])[C:6]([OH:8])([CH3:7])[CH2:5][N:4]([C:9]2[CH:10]=[C:11]([CH:17]=[CH:18][CH:19]=2)[C:12]([OH:14])=[O:13])[CH2:3]1. Reactant: [OH:1][C:2]1([CH3:20])[C:6]([OH:8])([CH3:7])[CH2:5][N:4]([C:9]2[CH:10]=[C:11]([CH:17]=[CH:18][CH:19]=2)[C:12]([O:14]CC)=[O:13])[CH2:3]1.O.[Li+].[OH-]. (2) Product: [F:34][C:25]1[CH:24]=[C:23]([C@:13]2([NH:12][C:10]([NH:9][C:6]3[CH:7]=[N:8][C:3]([C:1]4[NH:36][C:38](=[O:39])[O:41][N:2]=4)=[CH:4][CH:5]=3)=[O:11])[C:18]3=[N:19][CH:20]=[CH:21][CH:22]=[C:17]3[O:16][CH2:15][CH2:14]2)[CH:28]=[CH:27][C:26]=1[O:29][C:30]([F:33])([F:31])[F:32]. The catalyst class is: 6. Reactant: [C:1]([C:3]1[N:8]=[CH:7][C:6]([NH:9][C:10]([NH:12][C@@:13]2([C:23]3[CH:28]=[CH:27][C:26]([O:29][C:30]([F:33])([F:32])[F:31])=[C:25]([F:34])[CH:24]=3)[C:18]3=[N:19][CH:20]=[CH:21][CH:22]=[C:17]3[O:16][CH2:15][CH2:14]2)=[O:11])=[CH:5][CH:4]=1)#[N:2].Cl.[NH2:36]O.[C:38]([O-:41])(O)=[O:39].[Na+].CO. (3) Reactant: [CH2:1]([C@@:5]1([C:34]([OH:36])=[O:35])[CH2:9][C@H:8]([CH2:10][O:11][CH2:12][CH:13]=[CH2:14])[C@H:7]([C:15]2[S:16][CH:17]=[CH:18][N:19]=2)[N:6]1[C:20](=[O:33])[C:21]1[CH:26]=[CH:25][C:24]([C:27]([CH3:30])([CH3:29])[CH3:28])=[C:23]([O:31][CH3:32])[CH:22]=1)[CH:2]([CH3:4])[CH3:3].[H][H]. Product: [CH2:1]([C@@:5]1([C:34]([OH:36])=[O:35])[CH2:9][C@H:8]([CH2:10][O:11][CH2:12][CH2:13][CH3:14])[C@H:7]([C:15]2[S:16][CH:17]=[CH:18][N:19]=2)[N:6]1[C:20](=[O:33])[C:21]1[CH:26]=[CH:25][C:24]([C:27]([CH3:28])([CH3:30])[CH3:29])=[C:23]([O:31][CH3:32])[CH:22]=1)[CH:2]([CH3:4])[CH3:3]. The catalyst class is: 29. (4) Reactant: [N:1]1[NH:2][C:3]([NH2:6])=[CH:4][CH:5]=1.[CH2:7]([O:9][C:10](=[O:21])[C:11](=[CH:17]OCC)[C:12](OCC)=[O:13])[CH3:8].C(O)(=O)C. Product: [CH2:7]([O:9][C:10]([C:11]1[CH:17]=[N:6][C:3]2[N:2]([N:1]=[CH:5][CH:4]=2)[C:12]=1[OH:13])=[O:21])[CH3:8]. The catalyst class is: 14. (5) Reactant: Cl.[CH3:2][NH:3][O:4][CH3:5].C(N(CC)C(C)C)(C)C.[F:15][C:16]([F:23])([F:22])[C:17](=[CH2:21])[C:18](O)=[O:19].C1(N=C=NC2CCCCC2)CCCCC1. Product: [CH3:5][O:4][N:3]([CH3:2])[C:18](=[O:19])[C:17]([C:16]([F:23])([F:22])[F:15])=[CH2:21]. The catalyst class is: 2. (6) Reactant: [F:1][C:2]1[CH:36]=[C:35]([NH:37][C:38]([NH:40][C:41]2[CH:45]=[C:44]([CH3:46])[O:43][N:42]=2)=[O:39])[CH:34]=[CH:33][C:3]=1[O:4][C:5]1[CH:10]=[CH:9][N:8]=[C:7]2[CH:11]=[C:12]([C:14]3[N:19]=[CH:18][C:17]([CH2:20][N:21]([CH2:29][CH2:30][O:31][CH3:32])C(=O)OC(C)(C)C)=[CH:16][CH:15]=3)[S:13][C:6]=12.C(O)(C(F)(F)F)=O. Product: [F:1][C:2]1[CH:36]=[C:35]([NH:37][C:38]([NH:40][C:41]2[CH:45]=[C:44]([CH3:46])[O:43][N:42]=2)=[O:39])[CH:34]=[CH:33][C:3]=1[O:4][C:5]1[CH:10]=[CH:9][N:8]=[C:7]2[CH:11]=[C:12]([C:14]3[CH:15]=[CH:16][C:17]([CH2:20][NH:21][CH2:29][CH2:30][O:31][CH3:32])=[CH:18][N:19]=3)[S:13][C:6]=12. The catalyst class is: 4. (7) Reactant: C[O:2][C:3](=[O:40])[CH2:4][CH2:5][NH:6][C:7]([C:9]1[C:10]([OH:39])=[C:11]2[C:16](=[C:17]([C:19]3[CH:24]=[CH:23][CH:22]=[CH:21][N:20]=3)[N:18]=1)[N:15]([CH2:25][C:26]1[CH:31]=[CH:30][CH:29]=[CH:28][CH:27]=1)[C:14](=[O:32])[C:13]([C:33]1[CH:38]=[CH:37][CH:36]=[CH:35][CH:34]=1)=[CH:12]2)=[O:8].[OH-].[Na+].CO.C1COCC1. Product: [CH2:25]([N:15]1[C:16]2[C:11](=[C:10]([OH:39])[C:9]([C:7]([NH:6][CH2:5][CH2:4][C:3]([OH:40])=[O:2])=[O:8])=[N:18][C:17]=2[C:19]2[CH:24]=[CH:23][CH:22]=[CH:21][N:20]=2)[CH:12]=[C:13]([C:33]2[CH:34]=[CH:35][CH:36]=[CH:37][CH:38]=2)[C:14]1=[O:32])[C:26]1[CH:31]=[CH:30][CH:29]=[CH:28][CH:27]=1. The catalyst class is: 250.